Dataset: Forward reaction prediction with 1.9M reactions from USPTO patents (1976-2016). Task: Predict the product of the given reaction. (1) Given the reactants [F:1][C:2]1[CH:7]=[CH:6][C:5]([C@H:8]([NH:10][C@H:11]2[CH2:15][CH2:14][C@@H:13]([C:16]3[CH:26]=[CH:25][C:19]([O:20][CH2:21][C:22]([OH:24])=O)=[CH:18][CH:17]=3)[CH2:12]2)[CH3:9])=[CH:4][C:3]=1[O:27][CH3:28].[OH:29][CH2:30][CH2:31][N:32]1[CH2:37][CH2:36][NH:35][CH2:34][CH2:33]1, predict the reaction product. The product is: [F:1][C:2]1[CH:7]=[CH:6][C:5]([C@H:8]([NH:10][C@H:11]2[CH2:15][CH2:14][C@@H:13]([C:16]3[CH:17]=[CH:18][C:19]([O:20][CH2:21][C:22]([N:35]4[CH2:36][CH2:37][N:32]([CH2:31][CH2:30][OH:29])[CH2:33][CH2:34]4)=[O:24])=[CH:25][CH:26]=3)[CH2:12]2)[CH3:9])=[CH:4][C:3]=1[O:27][CH3:28]. (2) The product is: [F:15][C:16]([F:23])([F:22])[C@@H:17]1[CH2:21][CH2:20][CH2:19][N:18]1[C:2]1[CH:3]=[CH:4][C:5]2[N:12]3[CH2:13][C@H:8]([CH2:9][CH2:10][CH2:11]3)[NH:7][C:6]=2[N:14]=1. Given the reactants Cl[C:2]1[CH:3]=[CH:4][C:5]2[N:12]3[CH2:13][C@H:8]([CH2:9][CH2:10][CH2:11]3)[NH:7][C:6]=2[N:14]=1.[F:15][C:16]([F:23])([F:22])[C@@H:17]1[CH2:21][CH2:20][CH2:19][NH:18]1.CC([O-])(C)C.[K+], predict the reaction product.